This data is from NCI-60 drug combinations with 297,098 pairs across 59 cell lines. The task is: Regression. Given two drug SMILES strings and cell line genomic features, predict the synergy score measuring deviation from expected non-interaction effect. (1) Drug 1: C1CC(=O)NC(=O)C1N2C(=O)C3=CC=CC=C3C2=O. Drug 2: CN(C(=O)NC(C=O)C(C(C(CO)O)O)O)N=O. Cell line: BT-549. Synergy scores: CSS=-9.31, Synergy_ZIP=-10.8, Synergy_Bliss=-28.6, Synergy_Loewe=-38.0, Synergy_HSA=-37.4. (2) Synergy scores: CSS=29.2, Synergy_ZIP=5.54, Synergy_Bliss=5.57, Synergy_Loewe=-9.04, Synergy_HSA=5.25. Drug 2: CC12CCC3C(C1CCC2=O)CC(=C)C4=CC(=O)C=CC34C. Drug 1: CS(=O)(=O)C1=CC(=C(C=C1)C(=O)NC2=CC(=C(C=C2)Cl)C3=CC=CC=N3)Cl. Cell line: PC-3. (3) Drug 1: CN1CCC(CC1)COC2=C(C=C3C(=C2)N=CN=C3NC4=C(C=C(C=C4)Br)F)OC. Drug 2: C(CC(=O)O)C(=O)CN.Cl. Cell line: MDA-MB-231. Synergy scores: CSS=6.58, Synergy_ZIP=-5.73, Synergy_Bliss=-10.5, Synergy_Loewe=-9.15, Synergy_HSA=-8.03.